Dataset: NCI-60 drug combinations with 297,098 pairs across 59 cell lines. Task: Regression. Given two drug SMILES strings and cell line genomic features, predict the synergy score measuring deviation from expected non-interaction effect. (1) Drug 1: C1CC(=O)NC(=O)C1N2CC3=C(C2=O)C=CC=C3N. Drug 2: C1C(C(OC1N2C=NC3=C2NC=NCC3O)CO)O. Cell line: NCI-H226. Synergy scores: CSS=6.46, Synergy_ZIP=-0.958, Synergy_Bliss=-0.643, Synergy_Loewe=-2.48, Synergy_HSA=0.991. (2) Cell line: MOLT-4. Drug 1: CN(C)C1=NC(=NC(=N1)N(C)C)N(C)C. Drug 2: C(CN)CNCCSP(=O)(O)O. Synergy scores: CSS=-6.58, Synergy_ZIP=0.890, Synergy_Bliss=-0.0298, Synergy_Loewe=-7.93, Synergy_HSA=-6.98. (3) Synergy scores: CSS=51.8, Synergy_ZIP=4.46, Synergy_Bliss=4.19, Synergy_Loewe=-5.79, Synergy_HSA=6.22. Cell line: IGROV1. Drug 2: C(CC(=O)O)C(=O)CN.Cl. Drug 1: COC1=C(C=C2C(=C1)N=CN=C2NC3=CC(=C(C=C3)F)Cl)OCCCN4CCOCC4. (4) Drug 1: CN(CC1=CN=C2C(=N1)C(=NC(=N2)N)N)C3=CC=C(C=C3)C(=O)NC(CCC(=O)O)C(=O)O. Drug 2: CC1C(C(CC(O1)OC2CC(CC3=C2C(=C4C(=C3O)C(=O)C5=C(C4=O)C(=CC=C5)OC)O)(C(=O)CO)O)N)O.Cl. Cell line: SK-MEL-2. Synergy scores: CSS=52.3, Synergy_ZIP=3.16, Synergy_Bliss=1.87, Synergy_Loewe=1.64, Synergy_HSA=2.70. (5) Drug 1: CN(C)N=NC1=C(NC=N1)C(=O)N. Drug 2: CCC(=C(C1=CC=CC=C1)C2=CC=C(C=C2)OCCN(C)C)C3=CC=CC=C3.C(C(=O)O)C(CC(=O)O)(C(=O)O)O. Cell line: SNB-19. Synergy scores: CSS=-6.11, Synergy_ZIP=0.609, Synergy_Bliss=-4.34, Synergy_Loewe=-5.98, Synergy_HSA=-6.37. (6) Synergy scores: CSS=21.2, Synergy_ZIP=-1.67, Synergy_Bliss=0.876, Synergy_Loewe=-8.89, Synergy_HSA=3.32. Drug 2: CCC1(C2=C(COC1=O)C(=O)N3CC4=CC5=C(C=CC(=C5CN(C)C)O)N=C4C3=C2)O.Cl. Drug 1: C(=O)(N)NO. Cell line: PC-3.